From a dataset of Catalyst prediction with 721,799 reactions and 888 catalyst types from USPTO. Predict which catalyst facilitates the given reaction. (1) Reactant: [CH3:1][O:2][C:3](=[O:17])[C:4]1[C:9]([OH:10])=[CH:8][CH:7]=[CH:6][C:5]=1[O:11][CH2:12][CH2:13][CH2:14][CH2:15][NH2:16].OCC1C=CC=C(CO)C=1C([O-])=O.[C:31]([NH:38][CH:39](O)[CH2:40][CH2:41][CH3:42])([O:33][C:34]([CH3:37])([CH3:36])[CH3:35])=[O:32].C1(P(C2C=CC=CC=2)C2C=CC=CC=2)C=CC=CC=1.CC(OC(/N=N/C(OC(C)C)=O)=O)C. Product: [CH3:1][O:2][C:3](=[O:17])[C:4]1[C:9]([OH:10])=[CH:8][CH:7]=[CH:6][C:5]=1[O:11][CH2:12][CH2:13][CH2:14][CH2:15][NH2:16].[CH3:1][O:2][C:3](=[O:17])[C:4]1[C:5]([OH:11])=[CH:6][CH:7]=[CH:8][C:9]=1[O:10][CH2:42][CH2:41][CH2:40][CH2:39][NH:38][C:31]([O:33][C:34]([CH3:37])([CH3:36])[CH3:35])=[O:32]. The catalyst class is: 2. (2) Reactant: [CH3:1][O:2][C:3]1[CH:8]=[C:7]([C:9]([F:12])([F:11])[F:10])[CH:6]=[CH:5][C:4]=1B(O)O.Cl[C:17]1[C:26]2[C:21](=[CH:22][C:23]([S:27]([N:30](CC3C=CC(OC)=CC=3)[C:31]3[S:32][CH:33]=[CH:34][N:35]=3)(=[O:29])=[O:28])=[CH:24][CH:25]=2)[C:20](=[O:45])[N:19](CC2C=CC(OC)=CC=2)[CH:18]=1.[O-]P([O-])([O-])=O.[K+].[K+].[K+].CC(N)CC1C=CC=CC=1.OP(O)(O)=O. Product: [CH3:1][O:2][C:3]1[CH:8]=[C:7]([C:9]([F:12])([F:11])[F:10])[CH:6]=[CH:5][C:4]=1[C:17]1[C:26]2[C:21](=[CH:22][C:23]([S:27]([NH:30][C:31]3[S:32][CH:33]=[CH:34][N:35]=3)(=[O:29])=[O:28])=[CH:24][CH:25]=2)[C:20](=[O:45])[NH:19][CH:18]=1. The catalyst class is: 127.